Task: Predict the product of the given reaction.. Dataset: Forward reaction prediction with 1.9M reactions from USPTO patents (1976-2016) Given the reactants [C:1]([Cl:5])(=[O:4])[CH2:2][CH3:3].C(O)(=[O:8])C, predict the reaction product. The product is: [C:1]([OH:4])(=[O:8])[CH2:2][CH3:3].[C:1]([Cl:5])(=[O:4])[CH3:2].[C:1]([Cl:5])(=[O:4])[CH2:2][CH3:3].